This data is from Peptide-MHC class I binding affinity with 185,985 pairs from IEDB/IMGT. The task is: Regression. Given a peptide amino acid sequence and an MHC pseudo amino acid sequence, predict their binding affinity value. This is MHC class I binding data. (1) The peptide sequence is TYGPVFMCL. The binding affinity (normalized) is 0. The MHC is HLA-A26:01 with pseudo-sequence HLA-A26:01. (2) The peptide sequence is TQYNRYLALY. The MHC is HLA-A03:01 with pseudo-sequence HLA-A03:01. The binding affinity (normalized) is 0.484. (3) The peptide sequence is KQNPDIVIY. The MHC is HLA-A26:01 with pseudo-sequence HLA-A26:01. The binding affinity (normalized) is 0. (4) The binding affinity (normalized) is 0.827. The MHC is HLA-A02:01 with pseudo-sequence HLA-A02:01. The peptide sequence is FIAPLGFSL. (5) The peptide sequence is IRSAEVVSR. The MHC is HLA-A29:02 with pseudo-sequence HLA-A29:02. The binding affinity (normalized) is 0.0847. (6) The binding affinity (normalized) is 0.996. The MHC is HLA-B15:01 with pseudo-sequence HLA-B15:01. The peptide sequence is LLHCVTESY. (7) The MHC is HLA-B44:02 with pseudo-sequence HLA-B44:02. The peptide sequence is FFSPFFFSL. The binding affinity (normalized) is 0.213.